Dataset: Forward reaction prediction with 1.9M reactions from USPTO patents (1976-2016). Task: Predict the product of the given reaction. (1) Given the reactants [OH-].[Li+].C(OC([N:8]1[CH2:13][CH2:12][C:11]2[N:14]=[C:15]([CH2:17][O:18][C:19]3[CH:24]=[CH:23][CH:22]=[CH:21][CH:20]=3)[O:16][C:10]=2[CH2:9]1)=O)C, predict the reaction product. The product is: [O:18]([CH2:17][C:15]1[O:16][C:10]2[CH2:9][NH:8][CH2:13][CH2:12][C:11]=2[N:14]=1)[C:19]1[CH:20]=[CH:21][CH:22]=[CH:23][CH:24]=1. (2) Given the reactants I[C:2]1[CH:7]=[CH:6][CH:5]=[C:4]([CH3:8])[C:3]=1[CH3:9].[CH:10]([C:12]1[CH:17]=[CH:16][C:15](B(O)O)=[CH:14][CH:13]=1)=[O:11].C([O-])([O-])=O.[Na+].[Na+], predict the reaction product. The product is: [CH3:9][C:3]1[C:4]([CH3:8])=[CH:5][CH:6]=[CH:7][C:2]=1[C:15]1[CH:16]=[CH:17][C:12]([CH:10]=[O:11])=[CH:13][CH:14]=1. (3) Given the reactants [NH2:1][C:2]1[C:3]([C:9]([NH2:11])=[O:10])=[N:4][C:5]([Cl:8])=[CH:6][CH:7]=1.Cl[C:13](Cl)([O:15]C(=O)OC(Cl)(Cl)Cl)Cl.O, predict the reaction product. The product is: [Cl:8][C:5]1[CH:6]=[CH:7][C:2]2[NH:1][C:13](=[O:15])[NH:11][C:9](=[O:10])[C:3]=2[N:4]=1. (4) Given the reactants [F:1][C:2]1[CH:3]=[C:4]([C:9]2([O:14][CH3:15])[CH2:13][CH2:12][NH:11][CH2:10]2)[CH:5]=[CH:6][C:7]=1[F:8].C(=O)([O-])[O-].[K+].[K+].Br[CH2:23][CH2:24][CH2:25][CH3:26], predict the reaction product. The product is: [CH2:23]([N:11]1[CH2:12][CH2:13][C:9]([C:4]2[CH:5]=[CH:6][C:7]([F:8])=[C:2]([F:1])[CH:3]=2)([O:14][CH3:15])[CH2:10]1)[CH2:24][CH2:25][CH3:26].